This data is from Full USPTO retrosynthesis dataset with 1.9M reactions from patents (1976-2016). The task is: Predict the reactants needed to synthesize the given product. Given the product [C:1]([N:24]1[CH2:25][CH2:26][CH:21]([CH2:20][C@H:16]([NH:15][C:13]([O:12][C:8]([CH3:11])([CH3:10])[CH3:9])=[O:14])[C:17]([OH:19])=[O:18])[CH2:22][CH2:23]1)(=[O:4])[CH:2]=[CH2:3], predict the reactants needed to synthesize it. The reactants are: [C:1](Cl)(=[O:4])[CH:2]=[CH2:3].[OH-].[Na+].[C:8]([O:12][C:13]([NH:15][C@@H:16]([CH2:20][CH:21]1[CH2:26][CH2:25][NH:24][CH2:23][CH2:22]1)[C:17]([OH:19])=[O:18])=[O:14])([CH3:11])([CH3:10])[CH3:9].